From a dataset of Catalyst prediction with 721,799 reactions and 888 catalyst types from USPTO. Predict which catalyst facilitates the given reaction. (1) Reactant: [C:1]1([C:7]2[C:14]3[C:13]([N:15]4[CH2:20][CH2:19][CH:18]([CH2:21][O:22][CH2:23][CH2:24][N:25]5[CH2:29][CH2:28][CH2:27][CH2:26]5)[CH2:17][CH2:16]4)=[N:12][NH:11][C:10]=3[S:9][CH:8]=2)[CH:6]=[CH:5][CH:4]=[CH:3][CH:2]=1.C(N(CC)CC)C.[C:37](Cl)(=[O:39])[CH3:38]. Product: [C:1]1([C:7]2[C:14]3[C:13]([N:15]4[CH2:20][CH2:19][CH:18]([CH2:21][O:22][CH2:23][CH2:24][N:25]5[CH2:26][CH2:27][CH2:28][CH2:29]5)[CH2:17][CH2:16]4)=[N:12][N:11]([C:37](=[O:39])[CH3:38])[C:10]=3[S:9][CH:8]=2)[CH:2]=[CH:3][CH:4]=[CH:5][CH:6]=1. The catalyst class is: 4. (2) Reactant: [Li+].[OH-].C[O:4][C:5](=[O:26])[C:6]([NH:9][C:10](=[O:25])[C:11]1[CH:16]=[CH:15][C:14]([O:17][CH2:18][C:19]2[CH:24]=[CH:23][CH:22]=[CH:21][CH:20]=2)=[CH:13][CH:12]=1)([CH3:8])[CH3:7].O.C(O)(=O)CC(CC(O)=O)(C(O)=O)O. Product: [CH2:18]([O:17][C:14]1[CH:15]=[CH:16][C:11]([C:10]([NH:9][C:6]([CH3:8])([CH3:7])[C:5]([OH:26])=[O:4])=[O:25])=[CH:12][CH:13]=1)[C:19]1[CH:20]=[CH:21][CH:22]=[CH:23][CH:24]=1. The catalyst class is: 87. (3) Reactant: [C:1]([C:4]([NH:7][C:8](=[O:11])[O:9][CH3:10])([CH3:6])[CH3:5])([OH:3])=O.CC[N:14]([CH:18]([CH3:20])[CH3:19])[CH:15]([CH3:17])[CH3:16].[CH3:21][C@H:22]1[O:27][C@@H:26]([CH3:28])[CH2:25][NH:24][CH2:23]1.[CH3:29]N(C(ON1N=NC2C=CC(=CC1=2)Cl)=[N+](C)C)C.F[P-](F)(F)(F)(F)F. Product: [CH3:20][C:18]1[CH:19]=[C:10]([O:9][C:8](=[O:11])[N:7]([CH3:29])[C:4]([CH3:6])([CH3:5])[C:1]([N:24]2[CH2:25][C@H:26]([CH3:28])[O:27][C@H:22]([CH3:21])[CH2:23]2)=[O:3])[CH:17]=[C:15]([CH3:16])[N:14]=1. The catalyst class is: 3. (4) Reactant: Br[C:2]1[CH:14]=[CH:13][CH:12]=[C:11]([CH3:15])[C:3]=1[O:4][CH:5]1[CH2:10][CH2:9][CH2:8][CH2:7][O:6]1.CC1(C)C(C)(C)OB([C:24]2[CH:41]=[CH:40][C:27]([O:28][CH2:29][C:30]3[CH:39]=[CH:38][C:37]4[C:32](=[CH:33][CH:34]=[CH:35][CH:36]=4)[N:31]=3)=[CH:26][CH:25]=2)O1.C([O-])([O-])=O.[Na+].[Na+]. Product: [CH3:15][C:11]1[C:3]([O:4][CH:5]2[CH2:10][CH2:9][CH2:8][CH2:7][O:6]2)=[C:2]([C:24]2[CH:25]=[CH:26][C:27]([O:28][CH2:29][C:30]3[CH:39]=[CH:38][C:37]4[C:32](=[CH:33][CH:34]=[CH:35][CH:36]=4)[N:31]=3)=[CH:40][CH:41]=2)[CH:14]=[CH:13][CH:12]=1. The catalyst class is: 12. (5) Reactant: C1COCC1.[O:6]=[C:7]1[CH2:16][CH2:15][C:14]2[C:9](=[CH:10][C:11]([C:17]([O:19]C)=[O:18])=[CH:12][CH:13]=2)[N:8]1[C:21]1[CH:26]=[CH:25][CH:24]=[CH:23][CH:22]=1.[OH-].[Na+]. Product: [O:6]=[C:7]1[CH2:16][CH2:15][C:14]2[C:9](=[CH:10][C:11]([C:17]([OH:19])=[O:18])=[CH:12][CH:13]=2)[N:8]1[C:21]1[CH:22]=[CH:23][CH:24]=[CH:25][CH:26]=1. The catalyst class is: 5. (6) Reactant: [F:1][C:2]1[CH:9]=[CH:8][C:5]([CH:6]=O)=[CH:4][N:3]=1.[NH2:10][C:11]1[CH:12]=[C:13]([CH2:19][OH:20])[CH:14]=[C:15]([O:17][CH3:18])[CH:16]=1. Product: [F:1][C:2]1[N:3]=[CH:4][C:5]([CH:6]=[N:10][C:11]2[CH:12]=[C:13]([CH2:19][OH:20])[CH:14]=[C:15]([O:17][CH3:18])[CH:16]=2)=[CH:8][CH:9]=1. The catalyst class is: 8. (7) Reactant: Cl[C:2]1[C:7]([NH2:8])=[C:6]([Cl:9])[N:5]=[C:4]([S:10][CH2:11][CH2:12][CH3:13])[N:3]=1.C(O)(=O)[C@@H]([C@H](C(O)=O)O)O.[NH2:24][C@H:25]1[C@@H:29]2[O:30][C:31]([CH3:34])([CH3:33])[O:32][C@@H:28]2[C@@H:27]([O:35][CH2:36][CH2:37][OH:38])[CH2:26]1.O.C(=O)(O)[O-].[Na+]. Product: [NH2:8][C:7]1[C:2]([NH:24][C@H:25]2[C@@H:29]3[O:30][C:31]([CH3:33])([CH3:34])[O:32][C@@H:28]3[C@@H:27]([O:35][CH2:36][CH2:37][OH:38])[CH2:26]2)=[N:3][C:4]([S:10][CH2:11][CH2:12][CH3:13])=[N:5][C:6]=1[Cl:9]. The catalyst class is: 13.